Dataset: Full USPTO retrosynthesis dataset with 1.9M reactions from patents (1976-2016). Task: Predict the reactants needed to synthesize the given product. Given the product [O:9]1[CH:13]2[O:14][CH2:15][CH2:16][CH:12]2[C:11](=[O:17])[CH2:10]1, predict the reactants needed to synthesize it. The reactants are: [O-]Cl.[Na+].C([O-])(O)=O.[Na+].[O:9]1[CH:13]2[O:14][CH2:15][CH2:16][CH:12]2[CH:11]([OH:17])[CH2:10]1.[K+].[Br-].